From a dataset of Full USPTO retrosynthesis dataset with 1.9M reactions from patents (1976-2016). Predict the reactants needed to synthesize the given product. Given the product [S:22]1[C:23]2[CH:29]=[CH:28][CH:27]=[CH:26][C:24]=2[CH:25]=[C:21]1[C:19]#[C:18][C:14]1[CH:15]=[C:16]([F:17])[C:9]([N:4]2[CH2:5][C@H:6]([CH3:8])[O:7][C@H:2]([CH3:1])[CH2:3]2)=[C:10]([CH:13]=1)[CH:11]=[O:12], predict the reactants needed to synthesize it. The reactants are: [CH3:1][C@@H:2]1[O:7][C@H:6]([CH3:8])[CH2:5][N:4]([C:9]2[C:16]([F:17])=[CH:15][C:14]([C:18]#[CH:19])=[CH:13][C:10]=2[CH:11]=[O:12])[CH2:3]1.Br[C:21]1[S:22][C:23]2[CH:29]=[CH:28][CH:27]=[CH:26][C:24]=2[CH:25]=1.